Dataset: Forward reaction prediction with 1.9M reactions from USPTO patents (1976-2016). Task: Predict the product of the given reaction. (1) Given the reactants [Br:1][C:2]1[CH:3]=[CH:4][C:5](C2CCOCC2)=[C:6]([N+:8]([O-])=O)[CH:7]=1.[C:17]([OH:20])(=O)[CH3:18], predict the reaction product. The product is: [Br:1][C:2]1[CH:3]=[CH:4][C:5]([NH:8][CH:6]2[CH2:18][CH2:17][O:20][CH2:4][CH2:5]2)=[C:6]([CH:7]=1)[NH2:8]. (2) Given the reactants [Cl:1][C:2]1[CH:3]=[C:4]([C:9]2[CH:14]=[C:13]([CH2:15][CH2:16][CH2:17][CH2:18][C:19]3[CH:24]=[CH:23][C:22]([Cl:25])=[CH:21][CH:20]=3)[CH:12]=[C:11]([CH:26]=O)[C:10]=2[OH:28])[CH:5]=[CH:6][C:7]=1[Cl:8].[C:29]([NH2:33])([CH3:32])([CH3:31])[CH3:30], predict the reaction product. The product is: [ClH:1].[C:29]([NH:33][CH2:26][C:11]1[CH:12]=[C:13]([CH2:15][CH2:16][CH2:17][CH2:18][C:19]2[CH:20]=[CH:21][C:22]([Cl:25])=[CH:23][CH:24]=2)[CH:14]=[C:9]([C:4]2[CH:5]=[CH:6][C:7]([Cl:8])=[C:2]([Cl:1])[CH:3]=2)[C:10]=1[OH:28])([CH3:32])([CH3:31])[CH3:30]. (3) The product is: [N+:3]([C:6]1[CH:7]=[C:8]([CH2:12][S:13]([NH:2][CH3:1])(=[O:15])=[O:14])[CH:9]=[CH:10][CH:11]=1)([O-:5])=[O:4]. Given the reactants [CH3:1][NH2:2].[N+:3]([C:6]1[CH:7]=[C:8]([CH2:12][S:13](Cl)(=[O:15])=[O:14])[CH:9]=[CH:10][CH:11]=1)([O-:5])=[O:4], predict the reaction product. (4) Given the reactants [CH3:1][CH:2]([CH2:8][CH:9]=[CH2:10])[C:3]([O:5][CH2:6][CH3:7])=[O:4].B.C1COCC1.C([O-])(=O)C.[Na+].[I:22]Cl, predict the reaction product. The product is: [I:22][CH2:10][CH2:9][CH2:8][CH:2]([CH3:1])[C:3]([O:5][CH2:6][CH3:7])=[O:4]. (5) The product is: [CH:2]([C:3]1[CH:4]=[CH:5][C:6]([NH:9][C:10]([C:12]2[CH:16]=[C:15]([C:17]3[CH:22]=[CH:21][CH:20]=[CH:19][CH:18]=3)[O:14][N:13]=2)=[O:11])=[CH:7][CH:8]=1)=[O:1]. Given the reactants [OH:1][CH2:2][C:3]1[CH:8]=[CH:7][C:6]([NH:9][C:10]([C:12]2[CH:16]=[C:15]([C:17]3[CH:22]=[CH:21][CH:20]=[CH:19][CH:18]=3)[O:14][N:13]=2)=[O:11])=[CH:5][CH:4]=1, predict the reaction product. (6) The product is: [S:20]1[CH:21]=[CH:22][CH:23]=[C:19]1[C:17]([C:16]1[CH:15]=[N:14][N:13]2[C:8]([C:4]3[CH:3]=[C:2]([NH:1][C:25](=[O:29])[C:26]#[C:27][CH3:28])[CH:7]=[CH:6][CH:5]=3)=[CH:9][CH:10]=[N:11][C:12]=12)=[O:18]. Given the reactants [NH2:1][C:2]1[CH:3]=[C:4]([C:8]2[N:13]3[N:14]=[CH:15][C:16]([C:17]([C:19]4[S:20][CH:21]=[CH:22][CH:23]=4)=[O:18])=[C:12]3[N:11]=[C:10](C)[CH:9]=2)[CH:5]=[CH:6][CH:7]=1.[C:25](O)(=[O:29])[C:26]#[C:27][CH3:28], predict the reaction product. (7) Given the reactants Cl[S:2]([OH:5])(=O)=[O:3].[Br:6][C:7]1[CH:12]=[CH:11][CH:10]=[CH:9][C:8]=1[O:13][CH3:14].[N:15]1([C:21]2[CH:26]=[CH:25][C:24]([NH2:27])=[CH:23][CH:22]=2)[CH2:20][CH2:19][O:18][CH2:17][CH2:16]1, predict the reaction product. The product is: [Br:6][C:7]1[CH:12]=[C:11]([S:2]([NH:27][C:24]2[CH:23]=[CH:22][C:21]([N:15]3[CH2:20][CH2:19][O:18][CH2:17][CH2:16]3)=[CH:26][CH:25]=2)(=[O:5])=[O:3])[CH:10]=[CH:9][C:8]=1[O:13][CH3:14]. (8) Given the reactants C([O:5][C:6](=[O:14])[C@H:7]([CH3:13])[CH2:8][S:9]([CH3:12])(=[O:11])=[O:10])(C)(C)C, predict the reaction product. The product is: [CH3:13][C@H:7]([CH2:8][S:9]([CH3:12])(=[O:11])=[O:10])[C:6]([OH:14])=[O:5]. (9) The product is: [Br-:8].[CH2:1]([N+:3]([CH2:6][CH3:7])([CH2:4][CH3:5])[CH2:9][CH2:10][CH2:11][CH2:12][CH2:13][CH2:14][CH2:15][CH3:16])[CH3:2]. Given the reactants [CH2:1]([N:3]([CH2:6][CH3:7])[CH2:4][CH3:5])[CH3:2].[Br:8][CH2:9][CH2:10][CH2:11][CH2:12][CH2:13][CH2:14][CH2:15][CH3:16], predict the reaction product.